This data is from Forward reaction prediction with 1.9M reactions from USPTO patents (1976-2016). The task is: Predict the product of the given reaction. (1) Given the reactants Cl.[CH3:2][NH:3][OH:4].CO[Na].[C:8]([C:10]1[CH:11]=[C:12]([C:16]2[CH:17]=[C:18]3[C:23](=[CH:24][CH:25]=2)[O:22][CH:21]([C:26]2[CH:31]=[CH:30][CH:29]=[CH:28][N:27]=2)[CH2:20]/[C:19]/3=[N:32]/[C:33]#[N:34])[CH:13]=[CH:14][CH:15]=1)#[N:9], predict the reaction product. The product is: [NH2:34][C:33]1[N:3]([CH3:2])[O:4][C:19]2([C:18]3[C:23](=[CH:24][CH:25]=[C:16]([C:12]4[CH:11]=[C:10]([CH:15]=[CH:14][CH:13]=4)[C:8]#[N:9])[CH:17]=3)[O:22][CH:21]([C:26]3[CH:31]=[CH:30][CH:29]=[CH:28][N:27]=3)[CH2:20]2)[N:32]=1. (2) Given the reactants [CH3:1][S:2][C:3]1[CH:10]=[CH:9][C:6]([CH:7]=O)=[CH:5][CH:4]=1.[N:11]1([CH2:16][CH2:17][O:18][C:19]2[CH:20]=[C:21]3[C:26](=[CH:27][CH:28]=2)[C:25](=[O:29])[CH2:24][CH2:23][CH2:22]3)[CH:15]=[CH:14][N:13]=[CH:12]1, predict the reaction product. The product is: [N:11]1([CH2:16][CH2:17][O:18][C:19]2[CH:20]=[C:21]3[C:26](=[CH:27][CH:28]=2)[C:25](=[O:29])[C:24](=[CH:7][C:6]2[CH:9]=[CH:10][C:3]([S:2][CH3:1])=[CH:4][CH:5]=2)[CH2:23][CH2:22]3)[CH:15]=[CH:14][N:13]=[CH:12]1.